Dataset: Peptide-MHC class I binding affinity with 185,985 pairs from IEDB/IMGT. Task: Regression. Given a peptide amino acid sequence and an MHC pseudo amino acid sequence, predict their binding affinity value. This is MHC class I binding data. (1) The peptide sequence is KTDEVVTL. The MHC is HLA-B58:01 with pseudo-sequence HLA-B58:01. The binding affinity (normalized) is 0.344. (2) The peptide sequence is DSFLRKIGDK. The MHC is HLA-A31:01 with pseudo-sequence HLA-A31:01. The binding affinity (normalized) is 0.244. (3) The peptide sequence is FLPSDYFPSF. The MHC is HLA-A02:01 with pseudo-sequence HLA-A02:01. The binding affinity (normalized) is 0.320. (4) The peptide sequence is TQRKKTLGF. The MHC is HLA-B27:05 with pseudo-sequence HLA-B27:05. The binding affinity (normalized) is 0.0847. (5) The peptide sequence is SYFPDSNNV. The MHC is HLA-A80:01 with pseudo-sequence HLA-A80:01. The binding affinity (normalized) is 0.0847. (6) The peptide sequence is IESNPLFPV. The MHC is HLA-B07:02 with pseudo-sequence HLA-B07:02. The binding affinity (normalized) is 0.213. (7) The peptide sequence is ILGVFRRPF. The MHC is HLA-B58:01 with pseudo-sequence HLA-B58:01. The binding affinity (normalized) is 0.0847.